This data is from CYP2C19 inhibition data for predicting drug metabolism from PubChem BioAssay. The task is: Regression/Classification. Given a drug SMILES string, predict its absorption, distribution, metabolism, or excretion properties. Task type varies by dataset: regression for continuous measurements (e.g., permeability, clearance, half-life) or binary classification for categorical outcomes (e.g., BBB penetration, CYP inhibition). Dataset: cyp2c19_veith. (1) The drug is COc1ccc(/C=N/NC(=O)c2cc(-c3ccc(C)cc3C)nc3ccccc23)cc1COC(C)=O. The result is 0 (non-inhibitor). (2) The result is 0 (non-inhibitor). The molecule is CP(=O)([O-])C1=CC[NH2+]CC1. (3) The molecule is COc1ccc(C(C(=O)NC2CCCC2)N(C(=O)c2snc(-c3ccc(F)cc3)c2N)c2ccccc2)cc1. The result is 0 (non-inhibitor). (4) The compound is Cc1nc(-n2nnc3cc(C)c(C)cc32)c2c3c(sc2n1)CCCC3. The result is 1 (inhibitor).